This data is from Forward reaction prediction with 1.9M reactions from USPTO patents (1976-2016). The task is: Predict the product of the given reaction. (1) Given the reactants [CH3:1][C:2]([CH3:19])([CH3:18])[C:3]([O:5][CH2:6][N:7]1[CH:15]=[N:14][C:13]2[C:8]1=[N:9][C:10](N)=[N:11][C:12]=2[Cl:16])=[O:4].[CH3:20][S:21]SC.N(OC(C)(C)C)=O, predict the reaction product. The product is: [CH3:1][C:2]([CH3:19])([CH3:18])[C:3]([O:5][CH2:6][N:7]1[CH:15]=[N:14][C:13]2[C:8]1=[N:9][C:10]([S:21][CH3:20])=[N:11][C:12]=2[Cl:16])=[O:4]. (2) Given the reactants [Cl:1][C:2]1[CH:9]=[CH:8][C:5]([CH2:6]Cl)=[CH:4][CH:3]=1.[Cl:10][C:11]1[N:16]=[CH:15][C:14]([C:17](=O)[CH3:18])=[CH:13][CH:12]=1, predict the reaction product. The product is: [Cl:10][C:11]1[CH:12]=[CH:13][C:14](/[C:17](/[CH3:18])=[CH:6]/[C:5]2[CH:8]=[CH:9][C:2]([Cl:1])=[CH:3][CH:4]=2)=[CH:15][N:16]=1. (3) The product is: [CH3:33][C@H:34]1[NH:35][C@@H:36]([CH3:40])[CH2:37][N:38]([CH2:28][CH2:27][C:25]2[O:26][C:22]3[CH:21]=[C:20]([C:6]4[C:5]5[C:9](=[CH:10][C:2]([F:1])=[CH:3][CH:4]=5)[NH:8][CH:7]=4)[CH:30]=[CH:29][C:23]=3[N:24]=2)[CH2:39]1. Given the reactants [F:1][C:2]1[CH:10]=[C:9]2[C:5]([C:6]([C:20]3[CH:30]=[CH:29][C:23]4[N:24]=[C:25]([CH:27]=[CH2:28])[O:26][C:22]=4[CH:21]=3)=[CH:7][N:8]2S(C2C=CC=CC=2)(=O)=O)=[CH:4][CH:3]=1.[OH-].[Na+].[CH3:33][C@H:34]1[CH2:39][NH:38][CH2:37][C@@H:36]([CH3:40])[NH:35]1, predict the reaction product. (4) Given the reactants [F:1][C:2]1[CH:7]=[CH:6][C:5]([C:8]2[CH2:13][CH2:12][CH2:11][CH2:10][C:9]=2[C:14]2[CH:19]=[CH:18][N:17]=[C:16]([NH2:20])[CH:15]=2)=[CH:4][CH:3]=1.[H][H], predict the reaction product. The product is: [F:1][C:2]1[CH:3]=[CH:4][C:5]([C@H:8]2[CH2:13][CH2:12][CH2:11][CH2:10][C@H:9]2[C:14]2[CH:19]=[CH:18][N:17]=[C:16]([NH2:20])[CH:15]=2)=[CH:6][CH:7]=1. (5) Given the reactants [NH:1]1[CH2:6][CH2:5][O:4][CH2:3][CH2:2]1.C(=O)([O-])[O-].[Na+].[Na+].Cl[C:14]1[N:19]=[C:18]([O:20][C:21]2[CH:50]=[CH:49][CH:48]=[CH:47][C:22]=2[CH2:23][NH:24][C:25]([NH:27][C:28]2[N:32]([C:33]3[CH:38]=[CH:37][CH:36]=[C:35]([O:39][CH2:40][CH2:41][OH:42])[CH:34]=3)[N:31]=[C:30]([C:43]([CH3:46])([CH3:45])[CH3:44])[CH:29]=2)=[O:26])[CH:17]=[CH:16][N:15]=1, predict the reaction product. The product is: [O:4]1[CH2:5][CH2:6][N:1]([C:14]2[N:19]=[C:18]([O:20][C:21]3[CH:50]=[CH:49][CH:48]=[CH:47][C:22]=3[CH2:23][NH:24][C:25]([NH:27][C:28]3[N:32]([C:33]4[CH:38]=[CH:37][CH:36]=[C:35]([O:39][CH2:40][CH2:41][OH:42])[CH:34]=4)[N:31]=[C:30]([C:43]([CH3:46])([CH3:44])[CH3:45])[CH:29]=3)=[O:26])[CH:17]=[CH:16][N:15]=2)[CH2:2][CH2:3]1. (6) The product is: [NH2:17][C:18]1[CH:26]=[C:25]2[C:21]([C:22](=[CH:7][C:6]3[CH:5]=[C:4]([CH:1]([CH3:3])[CH3:2])[C:11]([O:12][CH3:13])=[C:10]([CH:14]([CH3:16])[CH3:15])[CH:9]=3)[C:23](=[O:27])[NH:24]2)=[CH:20][CH:19]=1. Given the reactants [CH:1]([C:4]1[CH:5]=[C:6]([CH:9]=[C:10]([CH:14]([CH3:16])[CH3:15])[C:11]=1[O:12][CH3:13])[CH:7]=O)([CH3:3])[CH3:2].[NH2:17][C:18]1[CH:26]=[C:25]2[C:21]([CH2:22][C:23](=[O:27])[NH:24]2)=[CH:20][CH:19]=1, predict the reaction product.